The task is: Predict which catalyst facilitates the given reaction.. This data is from Catalyst prediction with 721,799 reactions and 888 catalyst types from USPTO. (1) Reactant: [Cl:1][C:2]1[C:3]2[C:8]([N:9]=[C:10]3[C:15]=1[CH:14]=[CH:13][CH:12]=[CH:11]3)=[CH:7][CH:6]=[CH:5][CH:4]=2.C1(O)C=CC=CC=1.[CH2:23]([NH2:26])[CH2:24][NH2:25]. Product: [ClH:1].[CH:4]1[C:3]2[C:8](=[N:9][C:10]3[C:15]([C:2]=2[NH:25][CH2:24][CH2:23][NH2:26])=[CH:14][CH:13]=[CH:12][CH:11]=3)[CH:7]=[CH:6][CH:5]=1. The catalyst class is: 74. (2) Reactant: [CH2:1]([OH:6])[CH:2]([OH:5])[CH2:3][OH:4].[CH2:7]([OH:12])[CH:8]([OH:11])[CH2:9][OH:10].[CH2:13]([OH:18])[CH:14]([OH:17])[CH2:15][OH:16].[CH2:19]([OH:24])[CH:20]([OH:23])[CH2:21][OH:22].[C:25](O)(=O)[CH2:26][CH2:27][CH2:28][CH2:29][CH2:30][CH2:31][CH3:32].CCN=C=NCCCN(C)C.Cl. Product: [CH2:25]([CH:2]([CH2:1][CH2:7][CH2:8][CH3:9])[C:3]([OH:4])=[O:16])[CH2:26][CH2:27][CH2:28][CH2:29][CH2:30][CH2:31][CH3:32].[OH:24][CH2:19][CH:20]([CH2:21][OH:22])[OH:23].[OH:18][CH2:13][CH:14]([CH2:15][OH:16])[OH:17].[OH:12][CH2:7][CH:8]([CH2:9][OH:10])[OH:11].[OH:6][CH2:1][CH:2]([CH2:3][OH:4])[OH:5]. The catalyst class is: 1. (3) Reactant: Cl[C:2]([O:4][CH2:5][CH3:6])=[O:3].[NH2:7][C:8]1[N:13]=[CH:12][C:11]([O:14][C:15]2[C:16]([CH:30]3[CH2:34][CH2:33][CH2:32][N:31]3[C:35](=[O:37])[CH3:36])=[CH:17][C:18]3[NH:22][C:21]([C:23]4[CH:28]=[CH:27][CH:26]=[CH:25][N:24]=4)=[N:20][C:19]=3[CH:29]=2)=[CH:10][CH:9]=1. Product: [CH2:5]([O:4][C:2](=[O:3])[NH:7][C:8]1[CH:9]=[CH:10][C:11]([O:14][C:15]2[C:16]([CH:30]3[CH2:34][CH2:33][CH2:32][N:31]3[C:35](=[O:37])[CH3:36])=[CH:17][C:18]3[NH:22][C:21]([C:23]4[CH:28]=[CH:27][CH:26]=[CH:25][N:24]=4)=[N:20][C:19]=3[CH:29]=2)=[CH:12][N:13]=1)[CH3:6]. The catalyst class is: 17. (4) Reactant: CC1C=CC(S(O[CH2:12][CH2:13][N:14]2[CH:18]=[C:17]([I:19])[CH:16]=[C:15]2[CH2:20][OH:21])(=O)=O)=CC=1.[H-].[Na+]. Product: [I:19][C:17]1[CH:16]=[C:15]2[N:14]([CH:18]=1)[CH2:13][CH2:12][O:21][CH2:20]2. The catalyst class is: 7. (5) Reactant: CC(OI1(OC(C)=O)(OC(C)=O)OC(=O)C2C=CC=CC1=2)=O.[F:23][C:24]([F:56])([F:55])[CH:25]([C:27]1[N:28]([CH2:44][C:45]2[CH:50]=[CH:49][CH:48]=[C:47]([C:51]([F:54])([F:53])[F:52])[CH:46]=2)[C:29]2[C:34]([C:35]=1[C:36]1[CH:41]=[CH:40][C:39]([O:42][CH3:43])=[CH:38][CH:37]=1)=[CH:33][CH:32]=[CH:31][CH:30]=2)[OH:26]. Product: [F:56][C:24]([F:23])([F:55])[C:25]([C:27]1[N:28]([CH2:44][C:45]2[CH:50]=[CH:49][CH:48]=[C:47]([C:51]([F:54])([F:53])[F:52])[CH:46]=2)[C:29]2[C:34]([C:35]=1[C:36]1[CH:37]=[CH:38][C:39]([O:42][CH3:43])=[CH:40][CH:41]=1)=[CH:33][CH:32]=[CH:31][CH:30]=2)=[O:26]. The catalyst class is: 4.